From a dataset of Forward reaction prediction with 1.9M reactions from USPTO patents (1976-2016). Predict the product of the given reaction. (1) Given the reactants [CH2:1]([N:7]1[CH2:12][CH:11]2[CH:9]([C:10]2([C:14]2[CH:15]=[C:16]([NH2:20])[CH:17]=[CH:18][CH:19]=2)[CH3:13])[CH2:8]1)[CH2:2][CH2:3][CH2:4][CH2:5][CH3:6].[F:21][C:22]([F:28])([F:27])[S:23](Cl)(=[O:25])=[O:24], predict the reaction product. The product is: [F:21][C:22]([F:28])([F:27])[S:23]([NH:20][C:16]1[CH:17]=[CH:18][CH:19]=[C:14]([C:10]2([CH3:13])[CH:11]3[CH:9]2[CH2:8][N:7]([CH2:1][CH2:2][CH2:3][CH2:4][CH2:5][CH3:6])[CH2:12]3)[CH:15]=1)(=[O:25])=[O:24]. (2) Given the reactants Br[C:2]1[C:3]([O:18][CH2:19][CH3:20])=[CH:4][C:5]([O:8][CH2:9][C:10]2[CH:15]=[CH:14][C:13]([O:16][CH3:17])=[CH:12][CH:11]=2)=[N:6][CH:7]=1.[F:21][C:22]1[CH:27]=[C:26](B2OC(C)(C)C(C)(C)O2)[CH:25]=[CH:24][C:23]=1[CH2:37][C:38]([NH:40][C:41]1[O:45][N:44]=[C:43]([C:46]([CH3:52])([CH3:51])[C:47]([F:50])([F:49])[F:48])[CH:42]=1)=[O:39].C([O-])([O-])=O.[Cs+].[Cs+], predict the reaction product. The product is: [CH2:19]([O:18][C:3]1[CH:4]=[C:5]([O:8][CH2:9][C:10]2[CH:15]=[CH:14][C:13]([O:16][CH3:17])=[CH:12][CH:11]=2)[N:6]=[CH:7][C:2]=1[C:26]1[CH:25]=[CH:24][C:23]([CH2:37][C:38]([NH:40][C:41]2[O:45][N:44]=[C:43]([C:46]([CH3:51])([CH3:52])[C:47]([F:50])([F:49])[F:48])[CH:42]=2)=[O:39])=[C:22]([F:21])[CH:27]=1)[CH3:20]. (3) The product is: [CH:1]1([CH:4]([C:11]2[C:16]([F:17])=[CH:15][N:14]=[C:13]([OH:18])[CH:12]=2)[CH2:5][C:6]([O:8][CH2:9][CH3:10])=[O:7])[CH2:3][CH2:2]1. Given the reactants [CH:1]1([CH:4]([C:11]2[C:16]([F:17])=[CH:15][N:14]=[C:13]([O:18]C)[CH:12]=2)[CH2:5][C:6]([O:8][CH2:9][CH3:10])=[O:7])[CH2:3][CH2:2]1.[Cl-].[NH+]1C=CC=CC=1.C(OCC)(=O)C, predict the reaction product. (4) Given the reactants Cl.[CH:2]([N:5]1[C:13]2[C:8](=[CH:9][C:10]([C:14]3[O:18][N:17]=[C:16]([C:19]4[C:20]([CH3:29])=[C:21]5[C:26](=[CH:27][CH:28]=4)[CH2:25][NH:24][CH2:23][CH2:22]5)[N:15]=3)=[CH:11][CH:12]=2)[CH:7]=[CH:6]1)([CH3:4])[CH3:3].[C:30]([O:34][CH2:35][CH3:36])(=[O:33])[CH:31]=[CH2:32], predict the reaction product. The product is: [CH2:35]([O:34][C:30](=[O:33])[CH2:31][CH2:32][N:24]1[CH2:23][CH2:22][C:21]2[C:26](=[CH:27][CH:28]=[C:19]([C:16]3[N:15]=[C:14]([C:10]4[CH:9]=[C:8]5[C:13](=[CH:12][CH:11]=4)[N:5]([CH:2]([CH3:4])[CH3:3])[CH:6]=[CH:7]5)[O:18][N:17]=3)[C:20]=2[CH3:29])[CH2:25]1)[CH3:36]. (5) The product is: [CH3:16][CH:15]([CH3:17])[C@H:18]([NH2:19])[CH2:20][N:4]1[C:5]2[C:10](=[CH:9][CH:8]=[CH:7][CH:6]=2)[C:2]([CH3:1])=[CH:3]1. Given the reactants [CH3:1][C:2]1[C:10]2[C:5](=[CH:6][CH:7]=[CH:8][CH:9]=2)[NH:4][CH:3]=1.[H-].[Na+].[H][H].[CH:15]([CH:18]1[CH2:20][N@@:19]1S(C1C=CC=CC=1[N+]([O-])=O)(=O)=O)([CH3:17])[CH3:16].N1CC1.C1(S)C=CC=CC=1.C(=O)([O-])[O-].[K+].[K+], predict the reaction product.